This data is from Forward reaction prediction with 1.9M reactions from USPTO patents (1976-2016). The task is: Predict the product of the given reaction. Given the reactants C1C=CC(P(C2C=CC=CC=2)C2C=CC=CC=2)=CC=1.[Br:20][C:21]1[CH:22]=[CH:23][CH:24]=[C:25]2[C:29]=1[NH:28][C:27]([C:30]([F:33])([F:32])[F:31])=[C:26]2[CH2:34][CH2:35][CH2:36][OH:37].[Cl:38][C:39]1[C:44]([CH3:45])=[CH:43][C:42](O)=[CH:41][C:40]=1[CH3:47], predict the reaction product. The product is: [Br:20][C:21]1[CH:22]=[CH:23][CH:24]=[C:25]2[C:29]=1[NH:28][C:27]([C:30]([F:31])([F:32])[F:33])=[C:26]2[CH2:34][CH2:35][CH2:36][O:37][C:42]1[CH:43]=[C:44]([CH3:45])[C:39]([Cl:38])=[C:40]([CH3:47])[CH:41]=1.